This data is from Reaction yield outcomes from USPTO patents with 853,638 reactions. The task is: Predict the reaction yield, written as a fraction of the theoretical maximum amount of product (1.0 means a 100% yield; for example, 0.34 means a 34% yield). (1) The reactants are [Br:1][C:2]1[CH:3]=[C:4]([NH2:9])[C:5]([Cl:8])=[N:6][CH:7]=1.[C:10]1([S:16](Cl)(=[O:18])=[O:17])[CH:15]=[CH:14][CH:13]=[CH:12][CH:11]=1.Cl. The catalyst is N1C=CC=CC=1. The product is [Br:1][C:2]1[CH:3]=[C:4]([N:9]([S:16]([C:10]2[CH:15]=[CH:14][CH:13]=[CH:12][CH:11]=2)(=[O:18])=[O:17])[S:16]([C:10]2[CH:15]=[CH:14][CH:13]=[CH:12][CH:11]=2)(=[O:18])=[O:17])[C:5]([Cl:8])=[N:6][CH:7]=1. The yield is 0.260. (2) The reactants are [Br:1][C:2]1[CH:7]=[CH:6][C:5]([CH3:8])=[C:4](F)[CH:3]=1.[CH3:10][O:11][C:12]1[CH:19]=[CH:18][C:15]([CH2:16][OH:17])=[CH:14][CH:13]=1.[H-].[Na+].[Cl-].[NH4+]. The catalyst is CN1CCN(C)C1=O. The product is [Br:1][C:2]1[CH:7]=[CH:6][C:5]([CH3:8])=[C:4]([O:17][CH2:16][C:15]2[CH:18]=[CH:19][C:12]([O:11][CH3:10])=[CH:13][CH:14]=2)[CH:3]=1. The yield is 0.880.